Dataset: Full USPTO retrosynthesis dataset with 1.9M reactions from patents (1976-2016). Task: Predict the reactants needed to synthesize the given product. (1) Given the product [Br:1][C:2]1[N:6]([C:7]([CH3:10])([CH3:9])[CH3:8])[N:5]=[CH:4][C:3]=1[C:11]([NH2:16])=[O:13], predict the reactants needed to synthesize it. The reactants are: [Br:1][C:2]1[N:6]([C:7]([CH3:10])([CH3:9])[CH3:8])[N:5]=[CH:4][C:3]=1[C:11]([OH:13])=O.CC[N:16]=C=NCCCN(C)C.C1C=CC2N(O)N=NC=2C=1.[Cl-].[NH4+]. (2) Given the product [CH3:1][C:2]1[S:7][CH2:6][CH2:5][S:4][C:3]=1[CH2:8][OH:9], predict the reactants needed to synthesize it. The reactants are: [CH3:1][C:2]1[S:7][CH2:6][CH2:5][S:4][C:3]=1[C:8](OCC)=[O:9].[H-].[H-].[H-].[H-].[Li+].[Al+3]. (3) Given the product [CH2:1]([O:3][C:4]([C:6]1([C:11]2[CH:16]=[CH:15][C:14]([B:18]3[O:22][C:21]([CH3:24])([CH3:23])[C:20]([CH3:26])([CH3:25])[O:19]3)=[CH:13][CH:12]=2)[CH2:10][CH2:9][CH2:8][CH2:7]1)=[O:5])[CH3:2], predict the reactants needed to synthesize it. The reactants are: [CH2:1]([O:3][C:4]([C:6]1([C:11]2[CH:16]=[CH:15][C:14](Br)=[CH:13][CH:12]=2)[CH2:10][CH2:9][CH2:8][CH2:7]1)=[O:5])[CH3:2].[B:18]1([B:18]2[O:22][C:21]([CH3:24])([CH3:23])[C:20]([CH3:26])([CH3:25])[O:19]2)[O:22][C:21]([CH3:24])([CH3:23])[C:20]([CH3:26])([CH3:25])[O:19]1. (4) Given the product [CH3:1][O:2][C:3](=[O:12])[CH2:4][CH2:5][CH2:6][CH:7]([NH:26][C:13](=[O:23])[C:14]1[CH:19]=[CH:18][CH:17]=[CH:16][C:15]=1[O:20][CH3:21])[C:8](=[O:11])[CH3:9], predict the reactants needed to synthesize it. The reactants are: [CH3:1][O:2][C:3](=[O:12])[CH2:4][CH2:5][CH2:6][CH2:7][C:8](=[O:11])[CH2:9]N.[C:13]([OH:23])(=O)[C:14]1[C:15]([O:20][CH3:21])=[CH:16][CH:17]=[CH:18][CH:19]=1.Cl.C[N:26](CCCN=C=NCC)C.O.ON1C2C=CC=CC=2N=N1.C(N(CC)C(C)C)(C)C. (5) Given the product [CH2:48]([O:55][C:27](=[O:35])[NH:24][C:9]([C:5]1[CH:6]=[CH:7][CH:8]=[C:3]([O:2][CH3:1])[CH:4]=1)([CH3:13])[CH3:14])[C:49]1[CH:54]=[CH:53][CH:52]=[CH:51][CH:50]=1, predict the reactants needed to synthesize it. The reactants are: [CH3:1][O:2][C:3]1[CH:4]=[C:5]([C:9]([CH3:14])([CH3:13])C(O)=O)[CH:6]=[CH:7][CH:8]=1.C1(C)C=CC=CC=1.C([N:24]([CH2:27]C)CC)C.C1C=CC([O:35]P(OC2C=CC=CC=2)(N=[N+]=[N-])=O)=CC=1.[CH2:48]([OH:55])[C:49]1[CH:54]=[CH:53][CH:52]=[CH:51][CH:50]=1. (6) The reactants are: [NH2:1][C@H:2]1[CH2:7][CH2:6][C@H:5]([NH2:8])[CH2:4][CH2:3]1.[Cl:9][C:10]1[NH:11][C:12]([NH:19][CH2:20][C:21]2[CH:26]=[CH:25][CH:24]=[CH:23][CH:22]=2)=[C:13]2[C:17]([N:18]=1)=[N:16][CH:15]=[N:14]2. Given the product [ClH:9].[ClH:9].[NH2:1][C@H:2]1[CH2:7][CH2:6][C@H:5]([NH:8][C:10]2[NH:11][C:12]([NH:19][CH2:20][C:21]3[CH:22]=[CH:23][CH:24]=[CH:25][CH:26]=3)=[C:13]3[C:17]([N:18]=2)=[N:16][CH:15]=[N:14]3)[CH2:4][CH2:3]1, predict the reactants needed to synthesize it. (7) Given the product [OH:16][C:15]1[C:8]2[C:9](=[CH:11][CH:12]=[C:6]([CH2:1][CH2:2][CH2:3][CH2:4][CH3:5])[CH:7]=2)[N:10]=[C:20]([CH3:22])[C:14]=1[CH3:13], predict the reactants needed to synthesize it. The reactants are: [CH2:1]([C:6]1[CH:12]=[CH:11][C:9]([NH2:10])=[CH:8][CH:7]=1)[CH2:2][CH2:3][CH2:4][CH3:5].[CH3:13][CH:14]([C:20]([CH3:22])=O)[C:15](OCC)=[O:16].